Task: Regression. Given two drug SMILES strings and cell line genomic features, predict the synergy score measuring deviation from expected non-interaction effect.. Dataset: NCI-60 drug combinations with 297,098 pairs across 59 cell lines (1) Drug 1: C1CC(C1)(C2=CC=C(C=C2)C3=C(C=C4C(=N3)C=CN5C4=NNC5=O)C6=CC=CC=C6)N. Drug 2: CCC1=C2CN3C(=CC4=C(C3=O)COC(=O)C4(CC)O)C2=NC5=C1C=C(C=C5)O. Cell line: HCT116. Synergy scores: CSS=41.3, Synergy_ZIP=2.61, Synergy_Bliss=5.16, Synergy_Loewe=7.04, Synergy_HSA=7.17. (2) Drug 1: C1=C(C(=O)NC(=O)N1)F. Drug 2: C1=NC2=C(N=C(N=C2N1C3C(C(C(O3)CO)O)O)F)N. Cell line: UACC62. Synergy scores: CSS=36.3, Synergy_ZIP=-5.52, Synergy_Bliss=-10.8, Synergy_Loewe=-12.0, Synergy_HSA=-9.86.